Dataset: NCI-60 drug combinations with 297,098 pairs across 59 cell lines. Task: Regression. Given two drug SMILES strings and cell line genomic features, predict the synergy score measuring deviation from expected non-interaction effect. (1) Drug 1: CCC1=C2CN3C(=CC4=C(C3=O)COC(=O)C4(CC)O)C2=NC5=C1C=C(C=C5)O. Drug 2: CC(C)(C#N)C1=CC(=CC(=C1)CN2C=NC=N2)C(C)(C)C#N. Cell line: NCI-H322M. Synergy scores: CSS=4.81, Synergy_ZIP=4.36, Synergy_Bliss=0.298, Synergy_Loewe=2.64, Synergy_HSA=1.93. (2) Drug 1: CC12CCC3C(C1CCC2=O)CC(=C)C4=CC(=O)C=CC34C. Drug 2: CC1=C(N=C(N=C1N)C(CC(=O)N)NCC(C(=O)N)N)C(=O)NC(C(C2=CN=CN2)OC3C(C(C(C(O3)CO)O)O)OC4C(C(C(C(O4)CO)O)OC(=O)N)O)C(=O)NC(C)C(C(C)C(=O)NC(C(C)O)C(=O)NCCC5=NC(=CS5)C6=NC(=CS6)C(=O)NCCC[S+](C)C)O. Cell line: OVCAR3. Synergy scores: CSS=55.3, Synergy_ZIP=-2.42, Synergy_Bliss=0.510, Synergy_Loewe=-3.85, Synergy_HSA=-0.0306. (3) Drug 1: CCCS(=O)(=O)NC1=C(C(=C(C=C1)F)C(=O)C2=CNC3=C2C=C(C=N3)C4=CC=C(C=C4)Cl)F. Drug 2: CC(C)(C#N)C1=CC(=CC(=C1)CN2C=NC=N2)C(C)(C)C#N. Cell line: NCI-H226. Synergy scores: CSS=4.76, Synergy_ZIP=-1.47, Synergy_Bliss=3.06, Synergy_Loewe=1.64, Synergy_HSA=1.62. (4) Drug 1: CC1OCC2C(O1)C(C(C(O2)OC3C4COC(=O)C4C(C5=CC6=C(C=C35)OCO6)C7=CC(=C(C(=C7)OC)O)OC)O)O. Drug 2: C1=NC2=C(N1)C(=S)N=CN2. Cell line: UACC-257. Synergy scores: CSS=1.33, Synergy_ZIP=-6.90, Synergy_Bliss=-11.8, Synergy_Loewe=-17.5, Synergy_HSA=-11.3. (5) Drug 1: C1CCC(C1)C(CC#N)N2C=C(C=N2)C3=C4C=CNC4=NC=N3. Drug 2: CC1=CC2C(CCC3(C2CCC3(C(=O)C)OC(=O)C)C)C4(C1=CC(=O)CC4)C. Cell line: UO-31. Synergy scores: CSS=14.4, Synergy_ZIP=-4.86, Synergy_Bliss=-1.39, Synergy_Loewe=-13.2, Synergy_HSA=-0.478. (6) Drug 2: C1=CC(=CC=C1CC(C(=O)O)N)N(CCCl)CCCl.Cl. Drug 1: C1CCN(CC1)CCOC2=CC=C(C=C2)C(=O)C3=C(SC4=C3C=CC(=C4)O)C5=CC=C(C=C5)O. Synergy scores: CSS=0.672, Synergy_ZIP=-0.290, Synergy_Bliss=1.30, Synergy_Loewe=-3.51, Synergy_HSA=-3.00. Cell line: KM12. (7) Drug 1: C1=CN(C(=O)N=C1N)C2C(C(C(O2)CO)O)O.Cl. Drug 2: C1C(C(OC1N2C=NC(=NC2=O)N)CO)O. Cell line: HS 578T. Synergy scores: CSS=31.3, Synergy_ZIP=2.80, Synergy_Bliss=3.80, Synergy_Loewe=2.97, Synergy_HSA=6.93. (8) Drug 1: CC1CCC2CC(C(=CC=CC=CC(CC(C(=O)C(C(C(=CC(C(=O)CC(OC(=O)C3CCCCN3C(=O)C(=O)C1(O2)O)C(C)CC4CCC(C(C4)OC)O)C)C)O)OC)C)C)C)OC. Drug 2: COC1=C2C(=CC3=C1OC=C3)C=CC(=O)O2. Cell line: SR. Synergy scores: CSS=2.61, Synergy_ZIP=-0.902, Synergy_Bliss=-2.06, Synergy_Loewe=-14.1, Synergy_HSA=-3.37. (9) Drug 1: CC1CCC2CC(C(=CC=CC=CC(CC(C(=O)C(C(C(=CC(C(=O)CC(OC(=O)C3CCCCN3C(=O)C(=O)C1(O2)O)C(C)CC4CCC(C(C4)OC)O)C)C)O)OC)C)C)C)OC. Drug 2: COCCOC1=C(C=C2C(=C1)C(=NC=N2)NC3=CC=CC(=C3)C#C)OCCOC.Cl. Cell line: NCI/ADR-RES. Synergy scores: CSS=14.8, Synergy_ZIP=1.57, Synergy_Bliss=7.40, Synergy_Loewe=5.43, Synergy_HSA=5.46.